This data is from NCI-60 drug combinations with 297,098 pairs across 59 cell lines. The task is: Regression. Given two drug SMILES strings and cell line genomic features, predict the synergy score measuring deviation from expected non-interaction effect. (1) Drug 1: C1=NC2=C(N=C(N=C2N1C3C(C(C(O3)CO)O)O)F)N. Synergy scores: CSS=0.513, Synergy_ZIP=-0.669, Synergy_Bliss=-0.0386, Synergy_Loewe=-3.03, Synergy_HSA=-2.71. Cell line: K-562. Drug 2: C1CC(C1)(C(=O)O)C(=O)O.[NH2-].[NH2-].[Pt+2]. (2) Drug 1: CC12CCC(CC1=CCC3C2CCC4(C3CC=C4C5=CN=CC=C5)C)O. Drug 2: C(CC(=O)O)C(=O)CN.Cl. Cell line: A549. Synergy scores: CSS=4.84, Synergy_ZIP=-4.85, Synergy_Bliss=-7.38, Synergy_Loewe=-9.08, Synergy_HSA=-7.39. (3) Synergy scores: CSS=71.5, Synergy_ZIP=-1.63, Synergy_Bliss=-6.97, Synergy_Loewe=-39.6, Synergy_HSA=-7.27. Cell line: HCC-2998. Drug 2: CC(C)CN1C=NC2=C1C3=CC=CC=C3N=C2N. Drug 1: CC=C1C(=O)NC(C(=O)OC2CC(=O)NC(C(=O)NC(CSSCCC=C2)C(=O)N1)C(C)C)C(C)C. (4) Drug 1: CCN(CC)CCNC(=O)C1=C(NC(=C1C)C=C2C3=C(C=CC(=C3)F)NC2=O)C. Drug 2: C1CN(CCN1C(=O)CCBr)C(=O)CCBr. Cell line: SF-295. Synergy scores: CSS=8.65, Synergy_ZIP=-4.54, Synergy_Bliss=-0.116, Synergy_Loewe=-2.80, Synergy_HSA=-1.69. (5) Cell line: SK-OV-3. Drug 2: CC1CCCC2(C(O2)CC(NC(=O)CC(C(C(=O)C(C1O)C)(C)C)O)C(=CC3=CSC(=N3)C)C)C. Drug 1: C1CNP(=O)(OC1)N(CCCl)CCCl. Synergy scores: CSS=31.2, Synergy_ZIP=2.18, Synergy_Bliss=-0.915, Synergy_Loewe=-40.3, Synergy_HSA=-6.25. (6) Drug 1: C1CCC(C1)C(CC#N)N2C=C(C=N2)C3=C4C=CNC4=NC=N3. Drug 2: CN(CCCl)CCCl.Cl. Cell line: EKVX. Synergy scores: CSS=11.8, Synergy_ZIP=-2.57, Synergy_Bliss=-1.57, Synergy_Loewe=-1.07, Synergy_HSA=-0.964. (7) Drug 1: CN1C2=C(C=C(C=C2)N(CCCl)CCCl)N=C1CCCC(=O)O.Cl. Drug 2: CC1=C(C(=O)C2=C(C1=O)N3CC4C(C3(C2COC(=O)N)OC)N4)N. Cell line: NCI-H522. Synergy scores: CSS=34.2, Synergy_ZIP=-5.93, Synergy_Bliss=-2.16, Synergy_Loewe=-35.6, Synergy_HSA=-1.33.